From a dataset of Reaction yield outcomes from USPTO patents with 853,638 reactions. Predict the reaction yield, written as a fraction of the theoretical maximum amount of product (1.0 means a 100% yield; for example, 0.34 means a 34% yield). The reactants are [CH2:1]1COC23OCCOC2([C@]2(CC[C@H]4[C@@H](C[C@H](CNC=O)C5[C@]4(C)CCCC5)[C@@H]2C3)C)[O:2]1.[C:32]([C@@H:34]1[CH:51]2[C@:46]([CH3:53])([CH2:47][CH2:48][C:49](=[O:52])[CH2:50]2)[C@@H:45]2[C@H:36]([C@H:37]3[C@@:41]([CH2:43][CH2:44]2)([CH3:42])[C:40](=[O:54])[CH2:39][CH2:38]3)[CH2:35]1)#[N:33]. No catalyst specified. The product is [CH:1]([NH:33][CH2:32][C@@H:34]1[CH:51]2[C@:46]([CH3:53])([CH2:47][CH2:48][C:49](=[O:52])[CH2:50]2)[C@@H:45]2[C@H:36]([C@H:37]3[C@@:41]([CH2:43][CH2:44]2)([CH3:42])[C:40](=[O:54])[CH2:39][CH2:38]3)[CH2:35]1)=[O:2]. The yield is 0.920.